This data is from Catalyst prediction with 721,799 reactions and 888 catalyst types from USPTO. The task is: Predict which catalyst facilitates the given reaction. (1) Reactant: [Br-].[C:2]1([CH2:8][P+](C2C=CC=CC=2)(C2C=CC=CC=2)C2C=CC=CC=2)[CH:7]=[CH:6][CH:5]=[CH:4][CH:3]=1.C1(P(C2C=CC=CC=2)C2C=CC=CC=2)C=CC=CC=1.[CH2:47]([Br:54])[C:48]1C=CC=[CH:50][CH:49]=1. Product: [Br:54][CH2:47][CH2:48][CH2:49][CH2:50][CH2:8][C:2]1[CH:3]=[CH:4][CH:5]=[CH:6][CH:7]=1. The catalyst class is: 11. (2) Reactant: O=[C:2]1[CH2:7][C@@H:6]([C:8]2[CH:13]=[CH:12][CH:11]=[CH:10][CH:9]=2)[O:5][C@@H:4]([C:14]2[CH:15]=[C:16]([CH:21]=[CH:22][CH:23]=2)[C:17]([O:19][CH3:20])=[O:18])[CH2:3]1.C([O-])(=O)C.[Na+].Cl.[CH3:30][O:31][NH2:32]. Product: [CH3:30][O:31][N:32]=[C:2]1[CH2:7][C@@H:6]([C:8]2[CH:13]=[CH:12][CH:11]=[CH:10][CH:9]=2)[O:5][C@@H:4]([C:14]2[CH:15]=[C:16]([CH:21]=[CH:22][CH:23]=2)[C:17]([O:19][CH3:20])=[O:18])[CH2:3]1. The catalyst class is: 5. (3) Reactant: [NH2:1][CH2:2][CH:3]1[CH2:8][CH2:7][CH:6]([F:9])[CH2:5][N:4]1[C:10]([C:12]1[N:13]=[C:14]([CH3:23])[S:15][C:16]=1[C:17]1[CH:22]=[CH:21][CH:20]=[CH:19][CH:18]=1)=[O:11].Cl[C:25]1[CH:30]=[CH:29][C:28]([C:31]([F:34])([F:33])[F:32])=[CH:27][N:26]=1.C([O-])([O-])=O.[Cs+].[Cs+]. Product: [F:9][CH:6]1[CH2:5][N:4]([C:10]([C:12]2[N:13]=[C:14]([CH3:23])[S:15][C:16]=2[C:17]2[CH:22]=[CH:21][CH:20]=[CH:19][CH:18]=2)=[O:11])[CH:3]([CH2:2][NH:1][C:25]2[CH:30]=[CH:29][C:28]([C:31]([F:34])([F:33])[F:32])=[CH:27][N:26]=2)[CH2:8][CH2:7]1. The catalyst class is: 31. (4) Reactant: C(O)(=O)C.[CH2:5]([O:7][CH:8]([O:18]CC)[C:9]1[N:10]=[CH:11][NH:12][C:13]=1[C:14](OC)=[O:15])C.C1(C)C=CC=CC=1. Product: [CH:14]([C:13]1[N:12]=[CH:11][NH:10][C:9]=1[C:8]([O:7][CH3:5])=[O:18])=[O:15]. The catalyst class is: 6. (5) Reactant: C(OC(=O)[NH:7][C:8]1[CH:13]=[CH:12][C:11]([C:14]2[S:15][CH:16]=[CH:17][CH:18]=2)=[CH:10][C:9]=1[NH:19][C:20](=[O:33])[C:21]1[CH:26]=[CH:25][C:24]([CH:27]([OH:32])[C:28](=[O:31])[NH:29][CH3:30])=[CH:23][CH:22]=1)(C)(C)C.FC(F)(F)C(O)=O.C([O-])(O)=O.[Na+]. Product: [NH2:7][C:8]1[CH:13]=[CH:12][C:11]([C:14]2[S:15][CH:16]=[CH:17][CH:18]=2)=[CH:10][C:9]=1[NH:19][C:20](=[O:33])[C:21]1[CH:26]=[CH:25][C:24]([CH:27]([OH:32])[C:28](=[O:31])[NH:29][CH3:30])=[CH:23][CH:22]=1. The catalyst class is: 91. (6) Reactant: [Cl:1][C:2]1[C:7]([CH2:8][C:9]([OH:11])=O)=[CH:6][CH:5]=[CH:4][N:3]=1.[CH2:12]([NH:19][CH2:20][CH2:21][OH:22])[C:13]1[CH:18]=[CH:17][CH:16]=[CH:15][CH:14]=1.C1C=CC2N(O)N=NC=2C=1.CCN=C=NCCCN(C)C.Cl. Product: [CH2:12]([N:19]([CH2:20][CH2:21][OH:22])[C:9](=[O:11])[CH2:8][C:7]1[C:2]([Cl:1])=[N:3][CH:4]=[CH:5][CH:6]=1)[C:13]1[CH:18]=[CH:17][CH:16]=[CH:15][CH:14]=1. The catalyst class is: 18.